Predict the reactants needed to synthesize the given product. From a dataset of Full USPTO retrosynthesis dataset with 1.9M reactions from patents (1976-2016). (1) Given the product [C:1]([C:5]1[N:6]=[C:7]([N:16]2[CH2:20][CH2:19][C:18]([F:21])([F:22])[CH2:17]2)[C:8]2[C:9](=[N:11][N:12]([CH2:14][C:15]3[N:46]([CH3:45])[N:47]=[N:48][N:49]=3)[N:13]=2)[N:10]=1)([CH3:2])([CH3:3])[CH3:4], predict the reactants needed to synthesize it. The reactants are: [C:1]([C:5]1[N:6]=[C:7]([N:16]2[CH2:20][CH2:19][C:18]([F:22])([F:21])[CH2:17]2)[C:8]2[C:9](=[N:11][N:12]([CH2:14][CH3:15])[N:13]=2)[N:10]=1)([CH3:4])([CH3:3])[CH3:2].C(C1N=C(N2CCC(F)(F)C2)C2N=NNC=2N=1)(C)(C)C.ClC[C:45]1[N:49](C)[N:48]=[N:47][N:46]=1. (2) Given the product [F:1][C:2]1[CH:3]=[C:4]([CH:26]=[CH:27][CH:28]=1)[CH2:5][O:6][C:7]1[CH:12]=[CH:11][C:10]([NH:13][C:14]2[C:23]3[C:18](=[CH:19][CH:20]=[C:21]([C:34]#[C:33][CH2:32][OH:31])[CH:22]=3)[N:17]=[CH:16][N:15]=2)=[CH:9][C:8]=1[Cl:25], predict the reactants needed to synthesize it. The reactants are: [F:1][C:2]1[CH:3]=[C:4]([CH:26]=[CH:27][CH:28]=1)[CH2:5][O:6][C:7]1[CH:12]=[CH:11][C:10]([NH:13][C:14]2[C:23]3[C:18](=[CH:19][CH:20]=[C:21](I)[CH:22]=3)[N:17]=[CH:16][N:15]=2)=[CH:9][C:8]=1[Cl:25].C[Si](C)(C)[O:31][CH2:32][C:33]#[CH:34].C(N(CC)CC)C. (3) Given the product [F:5][C:6]1[C:11]([N+:1]([O-:4])=[O:2])=[CH:10][C:9]([N:12]2[C:16](=[O:17])[N:15]([CH3:18])[N:14]=[N:13]2)=[C:8]([O:19][CH3:20])[CH:7]=1, predict the reactants needed to synthesize it. The reactants are: [N+:1]([O-:4])(O)=[O:2].[F:5][C:6]1[CH:11]=[CH:10][C:9]([N:12]2[C:16](=[O:17])[N:15]([CH3:18])[N:14]=[N:13]2)=[C:8]([O:19][CH3:20])[CH:7]=1. (4) Given the product [NH2:12][CH2:11][CH2:10][CH:9]([NH:8][C:6]([C:5]1[CH:26]=[CH:27][C:2]([Cl:1])=[C:3]([NH:28][C:29]([C:31]2[C:42](=[O:43])[NH:41][C:34]3[N:35]=[C:36]([S:39][CH3:40])[N:37]=[CH:38][C:33]=3[CH:32]=2)=[O:30])[CH:4]=1)=[O:7])[C:20]1[CH:21]=[CH:22][CH:23]=[CH:24][CH:25]=1, predict the reactants needed to synthesize it. The reactants are: [Cl:1][C:2]1[CH:27]=[CH:26][C:5]([C:6]([NH:8][CH:9]([C:20]2[CH:25]=[CH:24][CH:23]=[CH:22][CH:21]=2)[CH2:10][CH2:11][NH:12]C(=O)OC(C)(C)C)=[O:7])=[CH:4][C:3]=1[NH:28][C:29]([C:31]1[C:42](=[O:43])[NH:41][C:34]2[N:35]=[C:36]([S:39][CH3:40])[N:37]=[CH:38][C:33]=2[CH:32]=1)=[O:30].Cl. (5) Given the product [Cl:1][C:2]1[CH:3]=[C:4]([N:10]2[C:14]([CH3:15])=[C:13]([CH2:16][C:17]3[CH:22]=[CH:21][C:20]([C:23]4[O:27][C:26]([C:28]([NH:33][CH2:34][CH2:35][OH:36])=[O:29])=[N:25][N:24]=4)=[CH:19][CH:18]=3)[C:12]([CH3:32])=[N:11]2)[CH:5]=[CH:6][C:7]=1[C:8]#[N:9], predict the reactants needed to synthesize it. The reactants are: [Cl:1][C:2]1[CH:3]=[C:4]([N:10]2[C:14]([CH3:15])=[C:13]([CH2:16][C:17]3[CH:22]=[CH:21][C:20]([C:23]4[O:27][C:26]([C:28](OC)=[O:29])=[N:25][N:24]=4)=[CH:19][CH:18]=3)[C:12]([CH3:32])=[N:11]2)[CH:5]=[CH:6][C:7]=1[C:8]#[N:9].[NH2:33][CH2:34][CH2:35][OH:36]. (6) Given the product [ClH:30].[Cl:30][C:31]1[CH:39]=[CH:38][C:34]([C:35]([NH:53][C:54]2[CH:63]=[C:62]3[C:57]([CH2:58][CH2:59][C:60](=[O:65])[N:61]3[CH3:64])=[CH:56][CH:55]=2)=[O:36])=[C:33]([NH:40][C@@H:41]2[CH2:46][CH2:45][CH2:44][CH2:43][C@H:42]2[N:47]2[CH2:48][CH2:49][CH2:50][CH2:51][CH2:52]2)[CH:32]=1, predict the reactants needed to synthesize it. The reactants are: CN(C(ON1N=NC2C=CC=NC1=2)=[N+](C)C)C.F[P-](F)(F)(F)(F)F.CN(C=O)C.[Cl:30][C:31]1[CH:39]=[CH:38][C:34]([C:35](O)=[O:36])=[C:33]([NH:40][C@@H:41]2[CH2:46][CH2:45][CH2:44][CH2:43][C@H:42]2[N:47]2[CH2:52][CH2:51][CH2:50][CH2:49][CH2:48]2)[CH:32]=1.[NH2:53][C:54]1[CH:63]=[C:62]2[C:57]([CH2:58][CH2:59][C:60](=[O:65])[N:61]2[CH3:64])=[CH:56][CH:55]=1.